Task: Regression. Given a peptide amino acid sequence and an MHC pseudo amino acid sequence, predict their binding affinity value. This is MHC class II binding data.. Dataset: Peptide-MHC class II binding affinity with 134,281 pairs from IEDB (1) The peptide sequence is KLGEVSWEEEA. The MHC is DRB1_0404 with pseudo-sequence DRB1_0404. The binding affinity (normalized) is 0. (2) The peptide sequence is QLGELYYAIHKASPV. The MHC is DRB1_1302 with pseudo-sequence DRB1_1302. The binding affinity (normalized) is 0.539. (3) The peptide sequence is VHQVFGGAFRSLFGGMSW. The MHC is DRB1_1101 with pseudo-sequence DRB1_1101. The binding affinity (normalized) is 0.679. (4) The peptide sequence is EIVDLMCHAT. The MHC is HLA-DQA10501-DQB10201 with pseudo-sequence HLA-DQA10501-DQB10201. The binding affinity (normalized) is 0.169. (5) The peptide sequence is AAAMAGTTVYGAFAA. The MHC is HLA-DPA10103-DPB10401 with pseudo-sequence HLA-DPA10103-DPB10401. The binding affinity (normalized) is 0.423. (6) The peptide sequence is KVEFTGDLVVKALGA. The MHC is DRB1_0404 with pseudo-sequence DRB1_0404. The binding affinity (normalized) is 0.576.